This data is from Peptide-MHC class I binding affinity with 185,985 pairs from IEDB/IMGT. The task is: Regression. Given a peptide amino acid sequence and an MHC pseudo amino acid sequence, predict their binding affinity value. This is MHC class I binding data. (1) The peptide sequence is WLKGNISPV. The MHC is HLA-A03:01 with pseudo-sequence HLA-A03:01. The binding affinity (normalized) is 0.0847. (2) The peptide sequence is KQLPPLAAW. The MHC is HLA-B51:01 with pseudo-sequence HLA-B51:01. The binding affinity (normalized) is 0.0847. (3) The peptide sequence is GEIGIRNWL. The MHC is HLA-A26:02 with pseudo-sequence HLA-A26:02. The binding affinity (normalized) is 0.0847. (4) The peptide sequence is AYSNNTIAI. The MHC is HLA-A24:02 with pseudo-sequence HLA-A24:02. The binding affinity (normalized) is 0.151. (5) The peptide sequence is KLMPGSIYV. The MHC is HLA-A02:06 with pseudo-sequence HLA-A02:06. The binding affinity (normalized) is 0.936.